Dataset: Forward reaction prediction with 1.9M reactions from USPTO patents (1976-2016). Task: Predict the product of the given reaction. (1) Given the reactants [S:1]1[C:5]([CH:6](O)[C:7]2[CH:12]=[CH:11][C:10]3[O:13][CH2:14][O:15][C:9]=3[CH:8]=2)=[CH:4][C:3]2[CH:17]=[CH:18][CH:19]=[CH:20][C:2]1=2.C([SiH](CC)CC)C.C(O)(C(F)(F)F)=O, predict the reaction product. The product is: [CH2:14]1[O:13][C:10]2[CH:11]=[CH:12][C:7]([CH2:6][C:5]3[S:1][C:2]4[CH:20]=[CH:19][CH:18]=[CH:17][C:3]=4[CH:4]=3)=[CH:8][C:9]=2[O:15]1. (2) Given the reactants [Cl:1][C:2]1[C:3]([C:10]([CH3:14])([CH3:13])[C:11]#[N:12])=[N:4][CH:5]=[C:6]([CH:8]=O)[CH:7]=1.[C:15]([CH:20]=P(C1C=CC=CC=1)(C1C=CC=CC=1)C1C=CC=CC=1)([O:17][CH2:18][CH3:19])=[O:16], predict the reaction product. The product is: [CH2:18]([O:17][C:15](=[O:16])[CH:20]=[CH:8][C:6]1[CH:5]=[N:4][C:3]([C:10]([C:11]#[N:12])([CH3:14])[CH3:13])=[C:2]([Cl:1])[CH:7]=1)[CH3:19]. (3) Given the reactants [Cl:1][C:2]1[CH:7]=[CH:6][C:5]([C@H:8]([NH:10][S@](C(C)(C)C)=O)[CH3:9])=[C:4]([F:17])[CH:3]=1.Cl.O1CCOCC1, predict the reaction product. The product is: [Cl:1][C:2]1[CH:7]=[CH:6][C:5]([C@H:8]([NH2:10])[CH3:9])=[C:4]([F:17])[CH:3]=1. (4) Given the reactants C(OC([N:8](C(OC(C)(C)C)=O)[C:9]1[CH:14]=[C:13]([CH2:15][C@H:16]2[C:19](=[O:20])[N:18]([C:21](=[O:31])[NH:22][C@@H:23]([C:25]3[CH:30]=[CH:29][CH:28]=[CH:27][CH:26]=3)[CH3:24])[C@@H:17]2[O:32][C:33]2[CH:41]=[CH:40][C:36]([C:37]([OH:39])=[O:38])=[CH:35][CH:34]=2)[CH:12]=[CH:11][N:10]=1)=O)(C)(C)C.[F:49][C:50]([F:55])([F:54])[C:51]([OH:53])=[O:52], predict the reaction product. The product is: [F:49][C:50]([F:55])([F:54])[C:51]([OH:53])=[O:52].[NH2:8][C:9]1[CH:14]=[C:13]([CH2:15][C@H:16]2[C:19](=[O:20])[N:18]([C:21](=[O:31])[NH:22][C@@H:23]([C:25]3[CH:30]=[CH:29][CH:28]=[CH:27][CH:26]=3)[CH3:24])[C@@H:17]2[O:32][C:33]2[CH:34]=[CH:35][C:36]([C:37]([OH:39])=[O:38])=[CH:40][CH:41]=2)[CH:12]=[CH:11][N:10]=1.